Dataset: Experimentally validated miRNA-target interactions with 360,000+ pairs, plus equal number of negative samples. Task: Binary Classification. Given a miRNA mature sequence and a target amino acid sequence, predict their likelihood of interaction. (1) Result: 1 (interaction). The miRNA is hsa-miR-93-5p with sequence CAAAGUGCUGUUCGUGCAGGUAG. The protein sequence of the target gene is MSMEDPFFVVKGEVQKAVNTAQGLFQRWTELLQDPSTATREEIDWTTNELRNNLRSIEWDLEDLDETISIVEANPRKFNLDATELSIRKAFITSTRQVVRDMKDQMSTSSVQALAERKNRQALLGDSGSQNWSTGTTDKYGRLDRELQRANSHFIEEQQAQQQLIVEQQDEQLELVSGSIGVLKNMSQRIGGELEEQAVMLEDFSHELESTQSRLDNVMKKLAKVSHMTSDRRQWCAIAILFAVLLVVLILFLVL. (2) The miRNA is hsa-miR-6836-5p with sequence CGCAGGGCCCUGGCGCAGGCAU. The protein sequence of the target gene is MSSSYDEASLAPEETTDSFWEVGNYKRTVKRIDDGHRLCNDLMNCVQERAKIEKAYGQQLTDWAKRWRQLIEKGPQYGSLERAWGAIMTEADKVSELHQEVKNNLLNEDLEKVKNWQKDAYHKQIMGGFKETKEAEDGFRKAQKPWAKKMKELEAAKKAYHLACKEEKLAMTREMNSKTEQSVTPEQQKKLQDKVDKCKQDVQKTQEKYEKVLEDVGKTTPQYMENMEQVFEQCQQFEEKRLVFLKEVLLDIKRHLNLAENSSYIHVYRELEQAIRGADAQEDLRWFRSTSGPGMPMNWP.... Result: 1 (interaction). (3) The miRNA is hsa-miR-4426 with sequence GAAGAUGGACGUACUUU. The protein sequence of the target gene is MPRFALTVIRHGETRLNKEKIIQGQGVDAPLSETGFRQAAAAGQFLSNVQFTHAFSSDLTRTKQTIHGILEKSRFCKDMAVKYDSRLRERMYGVAEGKPLSELRAMAKAAGEECPMFTPPGGETVEQVKMRGKDFFDFICQLILGKAGQRESVLPGAPGSGLESSLAEVFPVGKHGSLGANPKGGTLGLAASILVVSHGAYMRSLFGYFLSDLRCSLPGARDKLELSSITPNTGISVFIIDCEEARQPSIQCVCMNLQEHLNGVTEKQH. Result: 0 (no interaction). (4) The miRNA is hsa-miR-422a with sequence ACUGGACUUAGGGUCAGAAGGC. The protein sequence of the target gene is MYGSARTISNLEGSPSRSPRLPRSPRLGHRRTSSGGGGGTGKTLSMENIQSLNAAYATSGPMYLSDHEGVASTTYPKGTMTLGRATNRAVYGGRVTAMGSSPNIASAGLSHTDVLSYTDQHGGLSGSSHHHHHQVPSMLRQVRDSTMLDLQAQLKELQRENDLLRKELDIKDSKLGSSMNSIKTFWSPELKKERVLRKEEAARMSVLKEQMRVSHEENQHLQLTIQALQDELRTQRDLNHLLQQESGNRGAEHFTIELTEENFRRLQAEHDRQAKELFLLRKTLEEMELRIETQKQTLNA.... Result: 0 (no interaction). (5) The miRNA is hsa-miR-7107-3p with sequence UGGUCUGUUCAUUCUCUCUUUUUGGCC. The protein sequence of the target gene is MTVFLSFAFFAAILTHIGCSNQRRNPENGGRRYNRIQHGQCAYTFILPEHDGNCRESATEQYNTNALQRDAPHVEPDFSSQKLQHLEHVMENYTQWLQKLENYIVENMKSEMAQIQQNAVQNHTATMLEIGTSLLSQTAEQTRKLTDVETQVLNQTSRLEIQLLENSLSTYKLEKQLLQQTNEILKIHEKNSLLEHKILEMEGKHKEELDTLKEEKENLQGLVSRQTFIIQELEKQLSRATNNNSILQKQQLELMDTVHNLISLCTKEGVLLKGGKREEEKPFRDCADVYQAGFNKSGIY.... Result: 0 (no interaction). (6) The miRNA is hsa-miR-5694 with sequence CAGAUCAUGGGACUGUCUCAG. The protein sequence of the target gene is MSYGSITFGDVAIDFSHQEWEYLSLVQKTLYQEVMMENYDNLVSLAGHSVSKPDLITLLEQGKEPWMIVREETRGECTDLDSRCEIISDGKMQLYRKHSCVTLHQRIHNGQKPYECKQCQKSFSHLTELMVHQTIHTSEEPDQCEKFRKAFSHLTDLRKHQKINAREKPYECEECGKVFSYPANLAQHGKVHVEKPYECKECGEAFRTSRQLTVHHRFHYGEKPYECKECGKAFSVYGRLSRHQSIHTGEKPFECNKCGKSFRLKAGLKVHQSIHTGEKPHECKECGKAFRQFSHLVGHK.... Result: 1 (interaction). (7) The miRNA is hsa-miR-3074-5p with sequence GUUCCUGCUGAACUGAGCCAG. The protein sequence of the target gene is MALRICVTYTPALPIGLCTRCCLCLEQSPSWCHCLRGVSFLTFHLHQSVPLGDRDSLLMFTRQAGHFVEGSKAGRSRGRLCLSQALRVAVRGAFVSLWFAAGAGDRERNKGDKGAQTGAGLSQEAEDVDVSRARRVTDAPQGTLCGTGNRNSGSQSARVVGVAHLGEAFRVGVEQAISSCPEEVHGRHGLSMEIMWARMDVALRSPGRGLLAGAGALCMTLAESSCPDYERGRRACLTLHRHPTPHCSTWGLPLRVAGSWLTVVTVEALGGWRMGVRRTGQVGPTMHPPPVSGASPLLLH.... Result: 0 (no interaction). (8) The miRNA is hsa-miR-190a-3p with sequence CUAUAUAUCAAACAUAUUCCU. The protein sequence of the target gene is MSNKTGGKRPATTNSDIPNHNMVSEVPPERPSVRATRTARKAVAFGKRSHSMKRNPNAPVTKAGWLFKQASSGVKQWNKRWFVLVDRCLFYYKDEKEESILGSIPLLSFRVAAVQPSDNISRKHTFKAEHAGVRTYFFSAESPEEQEAWIQAMGEAARVQIPPAQKSVPQAVRHSHEKPDSENVPPSKHHQQPPHNSLPKPEPEAKTRGEGDGRGCEKAERRPERPEVKKEPPVKANGLPAGPEPASEPGSPYPEGPRVPGGGEQPAQPNGWQYHSPSRPGSTAFPSQDGETGGHRRSFP.... Result: 1 (interaction).